This data is from Full USPTO retrosynthesis dataset with 1.9M reactions from patents (1976-2016). The task is: Predict the reactants needed to synthesize the given product. (1) Given the product [CH:31]([O:30][C:27]1[CH:28]=[CH:29][C:24]([C:21]2[N:20]=[C:19]([C:16]3[CH:15]=[CH:14][C:13]([NH:12][CH:10]([CH3:11])[CH2:9][OH:8])=[CH:18][CH:17]=3)[O:23][N:22]=2)=[CH:25][C:26]=1[C:34]([F:35])([F:36])[F:37])([CH3:32])[CH3:33], predict the reactants needed to synthesize it. The reactants are: C([O:8][CH2:9][CH:10]([NH:12][C:13]1[CH:18]=[CH:17][C:16]([C:19]2[O:23][N:22]=[C:21]([C:24]3[CH:29]=[CH:28][C:27]([O:30][CH:31]([CH3:33])[CH3:32])=[C:26]([C:34]([F:37])([F:36])[F:35])[CH:25]=3)[N:20]=2)=[CH:15][CH:14]=1)[CH3:11])C1C=CC=CC=1.B(Br)(Br)Br.CCOC(C)=O.CCCCCCC. (2) Given the product [F:12][C:13]1[CH:14]=[CH:15][C:16]([CH:19]2[CH2:24][CH2:23][N:22]([C:25]([O:27][C:28]([CH3:30])([CH3:31])[CH3:29])=[O:26])[CH2:21][CH:20]2[O:32][C:33]([C:35]2[CH:44]=[CH:43][C:42]3[C:37](=[CH:38][CH:39]=[CH:40][CH:41]=3)[CH:36]=2)=[CH2:1])=[CH:17][CH:18]=1, predict the reactants needed to synthesize it. The reactants are: [CH3:1]N(C)CCN(C)C.BrCBr.[F:12][C:13]1[CH:18]=[CH:17][C:16]([CH:19]2[CH2:24][CH2:23][N:22]([C:25]([O:27][C:28]([CH3:31])([CH3:30])[CH3:29])=[O:26])[CH2:21][CH:20]2[O:32][C:33]([C:35]2[CH:44]=[CH:43][C:42]3[C:37](=[CH:38][CH:39]=[CH:40][CH:41]=3)[CH:36]=2)=O)=[CH:15][CH:14]=1.[Cl-].[NH4+]. (3) Given the product [Cl:20][C:13]1[CH:12]=[CH:11][N:10]=[C:9]2[NH:15][C:6]([C:2]3[S:1][CH:5]=[CH:4][CH:3]=3)=[CH:7][C:8]=12, predict the reactants needed to synthesize it. The reactants are: [S:1]1[CH:5]=[CH:4][CH:3]=[C:2]1[C:6]1[NH:15][C:9]2=[N+:10]([O-])[CH:11]=[CH:12][CH:13]=[C:8]2[CH:7]=1.CS([Cl:20])(=O)=O. (4) Given the product [NH:25]1[C:26]2[C:22](=[CH:21][C:20]([NH:19][C:16]3[CH:15]=[CH:14][N:13]=[C:12]4[CH:11]=[C:10]([C:2]5[S:1][CH:5]=[CH:4][CH:3]=5)[S:18][C:17]=34)=[CH:28][CH:27]=2)[CH:23]=[CH:24]1, predict the reactants needed to synthesize it. The reactants are: [S:1]1[CH:5]=[CH:4][CH:3]=[C:2]1B(O)O.Br[C:10]1[S:18][C:17]2[C:12](=[N:13][CH:14]=[CH:15][C:16]=2[NH:19][C:20]2[CH:21]=[C:22]3[C:26](=[CH:27][CH:28]=2)[NH:25][CH:24]=[CH:23]3)[CH:11]=1. (5) The reactants are: [F:1][C:2]1[CH:9]=[CH:8][C:5]([CH:6]=O)=[CH:4][CH:3]=1.C([O-])(=O)C.[Na+].C([BH3-])#N.[Na+].Cl.[CH2:20]([O:22][C:23](=[O:30])[CH2:24][CH:25]([NH2:29])[CH:26]([CH3:28])[CH3:27])[CH3:21]. Given the product [CH2:20]([O:22][C:23](=[O:30])[CH2:24][CH:25]([NH:29][CH2:6][C:5]1[CH:8]=[CH:9][C:2]([F:1])=[CH:3][CH:4]=1)[CH:26]([CH3:27])[CH3:28])[CH3:21], predict the reactants needed to synthesize it.